From a dataset of Reaction yield outcomes from USPTO patents with 853,638 reactions. Predict the reaction yield, written as a fraction of the theoretical maximum amount of product (1.0 means a 100% yield; for example, 0.34 means a 34% yield). (1) The reactants are [N:1]1[CH:6]=[CH:5][C:4]([CH3:7])=[CH:3][CH:2]=1.[Br:8][C:9]1[CH:19]=[CH:18][C:12]([O:13][CH2:14][CH:15]2[CH2:17][O:16]2)=[CH:11][CH:10]=1. No catalyst specified. The product is [Br:8][C:9]1[CH:19]=[CH:18][C:12]([O:13][CH2:14][CH:15]([OH:16])[CH2:17][CH2:7][C:4]2[CH:5]=[CH:6][N:1]=[CH:2][CH:3]=2)=[CH:11][CH:10]=1. The yield is 0.320. (2) The reactants are Br[C:2]1[CH:3]=[C:4]([N:8]2[C:16]3[CH:15]=[C:14]([Cl:17])[N:13]=[C:12]([NH:18][CH3:19])[C:11]=3[C:10]([C:20]([O:22][CH3:23])=[O:21])=[N:9]2)[CH:5]=[CH:6][CH:7]=1.[C:24]([C@:26]1([OH:33])[CH2:30][CH2:29][N:28]([CH3:31])[C:27]1=[O:32])#[CH:25]. No catalyst specified. The product is [Cl:17][C:14]1[N:13]=[C:12]([NH:18][CH3:19])[C:11]2[C:10]([C:20]([O:22][CH3:23])=[O:21])=[N:9][N:8]([C:4]3[CH:5]=[CH:6][CH:7]=[C:2]([C:25]#[C:24][C@:26]4([OH:33])[CH2:30][CH2:29][N:28]([CH3:31])[C:27]4=[O:32])[CH:3]=3)[C:16]=2[CH:15]=1. The yield is 0.870. (3) The reactants are Cl.[Br:2][C:3]1[CH:9]=[CH:8][C:6]([NH2:7])=[CH:5][C:4]=1[C:10]([F:13])([F:12])[F:11].Cl[C:15](OC(Cl)(Cl)Cl)=[O:16]. The catalyst is C1(C)C=CC=CC=1. The product is [Br:2][C:3]1[CH:9]=[CH:8][C:6]([N:7]=[C:15]=[O:16])=[CH:5][C:4]=1[C:10]([F:11])([F:12])[F:13]. The yield is 0.860. (4) The reactants are Cl.[C:2]1([CH3:10])[CH:7]=[CH:6][C:5]([NH:8]N)=[CH:4][CH:3]=1.[C:11]([N:16]1[CH2:21][CH2:20][C:19](=O)[CH2:18][CH2:17]1)([O:13][CH2:14][CH3:15])=[O:12]. The catalyst is CCO. The product is [CH3:10][C:2]1[CH:7]=[CH:6][C:5]2[NH:8][C:19]3[CH2:20][CH2:21][N:16]([C:11]([O:13][CH2:14][CH3:15])=[O:12])[CH2:17][C:18]=3[C:4]=2[CH:3]=1. The yield is 0.860. (5) The reactants are [C:1]([C:3]1[C:4]([I:15])=[C:5]([C:10]([O:12][CH2:13][CH3:14])=[O:11])[S:6][C:7]=1SC)#[N:2].[CH:16]1C=C(Cl)C=C(C(OO)=O)C=1.[S:27]([O-:30])([O-])=[O:28].[Na+].[Na+].C(=O)([O-])[O-].[K+].[K+]. The catalyst is C(Cl)Cl.C1COCC1. The product is [I:15][C:4]1[C:3]([C:1]#[N:2])=[C:7]([S:27]([CH3:16])(=[O:30])=[O:28])[S:6][C:5]=1[C:10]([O:12][CH2:13][CH3:14])=[O:11]. The yield is 0.780. (6) The reactants are Br[C:2]1[N:7]=[C:6]([C:8]([O:10][CH3:11])=[O:9])[C:5]([O:12][CH2:13][CH2:14][O:15][C:16]2[CH:21]=[CH:20][CH:19]=[CH:18][CH:17]=2)=[CH:4][CH:3]=1.CC1(C)C(C)(C)OB([C:30]2[CH:39]=[C:38]3[C:33]([CH2:34][CH2:35][CH2:36][NH:37]3)=[CH:32][CH:31]=2)O1.C([O-])([O-])=O.[K+].[K+].O. The catalyst is [Br-].C([N+](CCCC)(CCCC)CCCC)CCC.O1CCOCC1.CCOC(C)=O.Cl[Pd](Cl)([P](C1C=CC=CC=1)(C1C=CC=CC=1)C1C=CC=CC=1)[P](C1C=CC=CC=1)(C1C=CC=CC=1)C1C=CC=CC=1. The product is [O:15]([CH2:14][CH2:13][O:12][C:5]1[C:6]([C:8]([O:10][CH3:11])=[O:9])=[N:7][C:2]([C:30]2[CH:39]=[C:38]3[C:33]([CH2:34][CH2:35][CH2:36][NH:37]3)=[CH:32][CH:31]=2)=[CH:3][CH:4]=1)[C:16]1[CH:21]=[CH:20][CH:19]=[CH:18][CH:17]=1. The yield is 0.720. (7) The reactants are [F:1][C:2]1[C:7]([O:8][CH3:9])=[CH:6][CH:5]=[CH:4][C:3]=1B(O)O.[N:13]1[CH:18]=[CH:17][CH:16]=[C:15]([NH:19][C:20]([N:22]2[CH2:25][CH:24]([O:26][C:27]3[CH:32]=[CH:31][C:30](Br)=[CH:29][N:28]=3)[CH2:23]2)=[O:21])[N:14]=1.C(=O)([O-])[O-].[K+].[K+]. The catalyst is C1COCC1.O.C(OCC)(=O)C. The product is [N:13]1[CH:18]=[CH:17][CH:16]=[C:15]([NH:19][C:20]([N:22]2[CH2:23][CH:24]([O:26][C:27]3[CH:32]=[CH:31][C:30]([C:3]4[CH:4]=[CH:5][CH:6]=[C:7]([O:8][CH3:9])[C:2]=4[F:1])=[CH:29][N:28]=3)[CH2:25]2)=[O:21])[N:14]=1. The yield is 0.780. (8) The product is [OH:10][C@H:6]([CH:7]([CH3:9])[CH3:8])[C@H:2]([NH:1][C:11]([O:14][CH2:26][CH2:25][CH2:24][CH2:23][CH2:22][C:16]1[CH:21]=[CH:20][CH:19]=[CH:18][CH:17]=1)=[O:12])[C:3]([OH:5])=[O:4]. The reactants are [NH2:1][C@@H:2]([C@H:6]([OH:10])[CH:7]([CH3:9])[CH3:8])[C:3]([OH:5])=[O:4].[C:11]([O-:14])(O)=[O:12].[Na+].[C:16]1([CH2:22][CH2:23][CH2:24][CH2:25][CH2:26]C2C(=O)N(C([O-])=O)C=CC=2)[CH:21]=[CH:20][CH:19]=[CH:18][CH:17]=1. The catalyst is O.C1COCC1. The yield is 0.410. (9) The reactants are [Cl:1][C:2]1[CH:7]=[CH:6][CH:5]=[CH:4][C:3]=1[N:8]1[C:12]([O:13][C:14]2[CH:19]=[CH:18][CH:17]=[CH:16][C:15]=2[NH:20][C:21]([NH:23][C:24]2[CH:29]=[CH:28][C:27]([CH:30]3[CH2:35][CH2:34][NH:33][CH2:32][CH2:31]3)=[CH:26][CH:25]=2)=[O:22])=[CH:11][C:10]([CH3:36])=[N:9]1.[C:37](=O)([O-])[O-].[K+].[K+].IC. The catalyst is CN(C=O)C.CCOC(C)=O. The product is [Cl:1][C:2]1[CH:7]=[CH:6][CH:5]=[CH:4][C:3]=1[N:8]1[C:12]([O:13][C:14]2[CH:19]=[CH:18][CH:17]=[CH:16][C:15]=2[NH:20][C:21]([NH:23][C:24]2[CH:25]=[CH:26][C:27]([CH:30]3[CH2:35][CH2:34][N:33]([CH3:37])[CH2:32][CH2:31]3)=[CH:28][CH:29]=2)=[O:22])=[CH:11][C:10]([CH3:36])=[N:9]1. The yield is 0.300. (10) The product is [Cl:11][C:10]1[CH:9]=[CH:8][C:4]([C:5]([OH:7])=[O:6])=[CH:3][C:2]=1[B:12]1[O:16][C:15]([CH3:18])([CH3:17])[C:14]([CH3:20])([CH3:19])[O:13]1. The yield is 0.540. The reactants are Br[C:2]1[CH:3]=[C:4]([CH:8]=[CH:9][C:10]=1[Cl:11])[C:5]([OH:7])=[O:6].[B:12]1([B:12]2[O:16][C:15]([CH3:18])([CH3:17])[C:14]([CH3:20])([CH3:19])[O:13]2)[O:16][C:15]([CH3:18])([CH3:17])[C:14]([CH3:20])([CH3:19])[O:13]1.C([O-])(=O)C.[K+].ClCCl. The catalyst is CN(C=O)C.